Dataset: Full USPTO retrosynthesis dataset with 1.9M reactions from patents (1976-2016). Task: Predict the reactants needed to synthesize the given product. (1) Given the product [BrH:22].[CH:1]([NH2:3])=[S:2].[C:16]1([NH:11][CH2:12][C:13]([OH:15])=[O:14])[CH:21]=[CH:20][CH:19]=[CH:18][CH:17]=1, predict the reactants needed to synthesize it. The reactants are: [CH:1]([NH2:3])=[S:2].C(OC([N:11]([C:16]1[CH:21]=[CH:20][CH:19]=[CH:18][CH:17]=1)[CH2:12][C:13]([OH:15])=[O:14])=O)(C)(C)C.[BrH:22]. (2) Given the product [CH2:26]([O:25][C:23](=[O:24])[CH2:22][NH:1][C:2]1[CH:18]=[C:17]([C:19]#[N:20])[CH:16]=[CH:15][C:3]=1[CH2:4][NH:5][C:6](=[O:14])[C:7]1[CH:12]=[CH:11][CH:10]=[C:9]([Cl:13])[CH:8]=1)[CH3:27], predict the reactants needed to synthesize it. The reactants are: [NH2:1][C:2]1[CH:18]=[C:17]([C:19]#[N:20])[CH:16]=[CH:15][C:3]=1[CH2:4][NH:5][C:6](=[O:14])[C:7]1[CH:12]=[CH:11][CH:10]=[C:9]([Cl:13])[CH:8]=1.Br[CH2:22][C:23]([O:25][CH2:26][CH3:27])=[O:24]. (3) The reactants are: C(OC(=O)[NH:7][C:8]1[CH:13]=[C:12]([N:14]([CH3:18])[CH2:15][CH2:16][CH3:17])[C:11]([Cl:19])=[CH:10][C:9]=1[NH2:20])(C)(C)C.C(O[C:27](=[O:43])[CH2:28][C:29](=O)[C:30]1[CH:35]=[CH:34][CH:33]=[C:32]([C:36]2[N:37]=[C:38]([CH3:41])[O:39][CH:40]=2)[CH:31]=1)(C)(C)C.C(O)(C(F)(F)F)=O. Given the product [Cl:19][C:11]1[C:12]([N:14]([CH3:18])[CH2:15][CH2:16][CH3:17])=[CH:13][C:8]2[N:7]=[C:29]([C:30]3[CH:35]=[CH:34][CH:33]=[C:32]([C:36]4[N:37]=[C:38]([CH3:41])[O:39][CH:40]=4)[CH:31]=3)[CH2:28][C:27](=[O:43])[NH:20][C:9]=2[CH:10]=1, predict the reactants needed to synthesize it. (4) Given the product [NH2:1][C:2]1[C:10]([N+:11]([O-:13])=[O:12])=[CH:9][C:5]([C:6]([NH:43][C:42]2[CH:44]=[CH:45][C:39]([Br:38])=[CH:40][CH:41]=2)=[O:8])=[C:4]([O:14][CH3:15])[CH:3]=1, predict the reactants needed to synthesize it. The reactants are: [NH2:1][C:2]1[C:10]([N+:11]([O-:13])=[O:12])=[CH:9][C:5]([C:6]([OH:8])=O)=[C:4]([O:14][CH3:15])[CH:3]=1.CN(C(ON1N=NC2C=CC=CC1=2)=[N+](C)C)C.[B-](F)(F)(F)F.[Br:38][C:39]1[CH:45]=[CH:44][C:42]([NH2:43])=[CH:41][CH:40]=1. (5) Given the product [CH3:1][O:2][C:3]1[CH:4]=[C:5]2[C:10](=[CH:11][CH:12]=1)[N+:9]([O-:13])=[CH:8][CH:7]=[CH:6]2, predict the reactants needed to synthesize it. The reactants are: [CH3:1][O:2][C:3]1[CH:4]=[C:5]2[C:10](=[CH:11][CH:12]=1)[N:9]=[CH:8][CH:7]=[CH:6]2.[OH:13]O. (6) Given the product [CH:17]1([CH:15]([C:11]2[C:12]([CH3:14])=[CH:13][N:9]([C:5]3[CH:6]=[CH:7][CH:8]=[C:3]([O:2][CH3:1])[CH:4]=3)[N:10]=2)[OH:16])[CH2:22][CH2:21][CH2:20][CH2:19][CH2:18]1, predict the reactants needed to synthesize it. The reactants are: [CH3:1][O:2][C:3]1[CH:4]=[C:5]([N:9]2[CH:13]=[C:12]([CH3:14])[C:11]([CH:15]=[O:16])=[N:10]2)[CH:6]=[CH:7][CH:8]=1.[CH:17]1([Mg]Br)[CH2:22][CH2:21][CH2:20][CH2:19][CH2:18]1. (7) The reactants are: [N-:1]=[N+:2]=[N-:3].[Na+].O1CCOCCOCCOCCOCCOCC1.Cl[CH:24]([C:26]1[O:27][C:28]([C:32]2[CH:37]=[CH:36][C:35]([Cl:38])=[CH:34][CH:33]=2)=[C:29]([CH3:31])[N:30]=1)[CH3:25]. Given the product [N:1]([CH:24]([C:26]1[O:27][C:28]([C:32]2[CH:37]=[CH:36][C:35]([Cl:38])=[CH:34][CH:33]=2)=[C:29]([CH3:31])[N:30]=1)[CH3:25])=[N+:2]=[N-:3], predict the reactants needed to synthesize it.